Dataset: Full USPTO retrosynthesis dataset with 1.9M reactions from patents (1976-2016). Task: Predict the reactants needed to synthesize the given product. (1) Given the product [CH:47]12[CH2:55][CH:51]3[CH2:50][CH:49]([CH2:54][CH:53]([CH2:52]3)[CH:46]1[NH:45][C:12]([C:5]1[CH:4]=[N:3][N:2]([CH3:1])[C:6]=1[N:7]1[CH:11]=[CH:10][CH:9]=[N:8]1)=[O:14])[CH2:48]2, predict the reactants needed to synthesize it. The reactants are: [CH3:1][N:2]1[C:6]([N:7]2[CH:11]=[CH:10][CH:9]=[N:8]2)=[C:5]([C:12]([OH:14])=O)[CH:4]=[N:3]1.CCN(C(C)C)C(C)C.[B-](F)(F)(F)F.CN(C(ON1C(=O)CCC1=O)=[N+](C)C)C.Cl.[NH2:45][CH:46]1[CH:53]2[CH2:54][CH:49]3[CH2:50][CH:51]([CH2:55][CH:47]1[CH2:48]3)[CH2:52]2. (2) Given the product [C:22]([O:21][C:20](=[O:26])[NH:19][CH2:18][C:15]1[C:14]([F:27])=[CH:13][C:12]([NH:1][C:2]2[CH:9]=[CH:8][C:7]([F:10])=[CH:6][C:3]=2[C:4]#[N:5])=[CH:17][N:16]=1)([CH3:25])([CH3:23])[CH3:24], predict the reactants needed to synthesize it. The reactants are: [NH2:1][C:2]1[CH:9]=[CH:8][C:7]([F:10])=[CH:6][C:3]=1[C:4]#[N:5].Br[C:12]1[CH:13]=[C:14]([F:27])[C:15]([CH2:18][NH:19][C:20](=[O:26])[O:21][C:22]([CH3:25])([CH3:24])[CH3:23])=[N:16][CH:17]=1. (3) The reactants are: [CH2:1]([O:8][C:9]([NH:11][CH:12]([CH:20]=[CH2:21])[CH2:13][C:14]1[CH:19]=[CH:18][CH:17]=[CH:16][CH:15]=1)=[O:10])[C:2]1[CH:7]=[CH:6][CH:5]=[CH:4][CH:3]=1.ClC1C=C(C=CC=1)C(OO)=[O:27].CCOC(C)=O. Given the product [CH2:1]([O:8][C:9]([NH:11][CH:12]([CH:20]1[O:27][CH2:21]1)[CH2:13][C:14]1[CH:19]=[CH:18][CH:17]=[CH:16][CH:15]=1)=[O:10])[C:2]1[CH:3]=[CH:4][CH:5]=[CH:6][CH:7]=1, predict the reactants needed to synthesize it. (4) Given the product [NH2:1][C:2]1[O:3][C@H:4]2[C@@H:6]([C@:7]([C:12]3[CH:13]=[C:14]([N:19]4[CH2:27][C:26]5[C:21](=[N:22][CH:23]=[C:24]([Cl:29])[CH:25]=5)[C:20]4=[O:30])[CH:15]=[CH:16][C:17]=3[F:18])([CH:9]([F:11])[F:10])[N:8]=1)[CH2:5]2, predict the reactants needed to synthesize it. The reactants are: [NH2:1][C:2]1[O:3][C@H:4]2[C@@H:6]([C@:7]([C:12]3[CH:13]=[C:14]([NH:19][C:20](=[O:30])[C:21]4[C:26]([CH2:27]O)=[CH:25][C:24]([Cl:29])=[CH:23][N:22]=4)[CH:15]=[CH:16][C:17]=3[F:18])([CH:9]([F:11])[F:10])[N:8]=1)[CH2:5]2.COCCN(S(F)(F)F)CCOC.C(=O)(O)[O-]. (5) The reactants are: [Br:1][C:2]1[CH:3]=[C:4]([F:16])[CH:5]=[C:6]2[C:10]=1[NH:9][C:8]([C:11]([O:13][CH2:14][CH3:15])=[O:12])=[CH:7]2.[C:17](=O)([O-])[O-].[Cs+].[Cs+].IC.O. Given the product [Br:1][C:2]1[CH:3]=[C:4]([F:16])[CH:5]=[C:6]2[C:10]=1[N:9]([CH3:17])[C:8]([C:11]([O:13][CH2:14][CH3:15])=[O:12])=[CH:7]2, predict the reactants needed to synthesize it.